Dataset: Full USPTO retrosynthesis dataset with 1.9M reactions from patents (1976-2016). Task: Predict the reactants needed to synthesize the given product. (1) Given the product [Cl:1][C:2]1[N:7]=[C:6]([NH2:8])[N:5]=[C:4]2[N:9]([CH2:20][C:15]3[C:14]([CH3:22])=[C:13]([Cl:12])[C:18]([CH3:19])=[CH:17][N:16]=3)[N:10]=[CH:11][C:3]=12, predict the reactants needed to synthesize it. The reactants are: [Cl:1][C:2]1[N:7]=[C:6]([NH2:8])[N:5]=[C:4]2[NH:9][N:10]=[CH:11][C:3]=12.[Cl:12][C:13]1[C:18]([CH3:19])=[CH:17][N:16]=[C:15]([CH2:20]Cl)[C:14]=1[CH3:22].C([O-])([O-])=O.[Cs+].[Cs+].CN(C=O)C. (2) Given the product [CH2:39]([N:29]1[C:10]2[C@:9]3([CH3:8])[C:15]([CH3:17])([CH3:16])[C@@H:12]([CH2:13][CH2:14]3)[C:11]=2[C:18](=[O:19])[N:30]1[C:31]1[CH:36]=[C:35]([Cl:37])[CH:34]=[CH:33][C:32]=1[Cl:38])[C:40]1[CH:41]=[CH:42][CH:43]=[CH:44][CH:45]=1, predict the reactants needed to synthesize it. The reactants are: C(N(CC)CC)C.[CH3:8][C@@:9]12[C:15]([CH3:17])([CH3:16])[C@@H:12]([CH2:13][CH2:14]1)[CH:11]([C:18](Cl)=[O:19])[C:10]2=O.C(OC([N:29]([CH2:39][C:40]1[CH:45]=[CH:44][CH:43]=[CH:42][CH:41]=1)[NH:30][C:31]1[CH:36]=[C:35]([Cl:37])[CH:34]=[CH:33][C:32]=1[Cl:38])=O)(C)(C)C.Cl.O1CCOCC1. (3) Given the product [CH3:22][O:23][C:24](=[O:33])[C:25]1[CH:30]=[CH:29][CH:28]=[C:27]([CH2:31][N:13]2[C:12](=[O:15])[CH:11]=[CH:10][C:9]([N:5]3[CH2:6][CH2:7][CH2:8][CH:3]([CH2:2][OH:1])[CH2:4]3)=[N:14]2)[CH:26]=1, predict the reactants needed to synthesize it. The reactants are: [OH:1][CH2:2][CH:3]1[CH2:8][CH2:7][CH2:6][N:5]([C:9]2[CH:10]=[CH:11][C:12](=[O:15])[NH:13][N:14]=2)[CH2:4]1.C(=O)([O-])[O-].[Cs+].[Cs+].[CH3:22][O:23][C:24](=[O:33])[C:25]1[CH:30]=[CH:29][CH:28]=[C:27]([CH2:31]Br)[CH:26]=1. (4) Given the product [CH3:22][O:21][C:18]1[CH:19]=[CH:20][C:15]([CH2:14][O:13][C:3]2[C:4]3[CH2:5][CH2:6][CH2:7][C:8](=[O:12])[C:9]=3[CH:10]=[CH:11][C:2]=2[C:63]([O:72][CH3:71])=[O:64])=[CH:16][CH:17]=1, predict the reactants needed to synthesize it. The reactants are: I[C:2]1[C:3]([O:13][CH2:14][C:15]2[CH:20]=[CH:19][C:18]([O:21][CH3:22])=[CH:17][CH:16]=2)=[C:4]2[C:9](=[CH:10][CH:11]=1)[C:8](=[O:12])[CH2:7][CH2:6][CH2:5]2.C(N(CC)C(C)C)(C)C.C1(P(C2C=CC=CC=2)CCCP(C2C=CC=CC=2)C2C=CC=CC=2)C=CC=CC=1.OC[C:63]1([O:72][CH2:71][C@@H](O)[C@@H](O)[C@H]1O)[OH:64].[C]=O. (5) Given the product [S:20]1[CH:24]=[CH:23][N:22]=[C:21]1[N:25]1[CH:29]=[CH:28][CH:27]=[C:26]1[CH2:30][N:17]([CH2:30][C:26]1[N:25]([C:21]2[S:20][CH:2]=[CH:3][N:22]=2)[CH:29]=[CH:28][CH:27]=1)[CH2:16][C:12]1[CH:13]=[CH:14][CH:15]=[C:10]([C:9]([F:18])([F:19])[F:8])[CH:11]=1, predict the reactants needed to synthesize it. The reactants are: F[C:2](F)(F)[C:3]([O-])=O.[F:8][C:9]([F:19])([F:18])[C:10]1[CH:11]=[C:12]([CH2:16][NH2:17])[CH:13]=[CH:14][CH:15]=1.[S:20]1[CH:24]=[CH:23][N:22]=[C:21]1[N:25]1[CH:29]=[CH:28][CH:27]=[C:26]1[CH:30]=O. (6) Given the product [Br:18][C:19]1[N:20]=[C:21]([NH:15][C:14]2[CH:16]=[CH:17][C:11]([N:8]3[CH2:9][CH2:10][N:5]([CH2:4][CH2:3][O:2][CH3:1])[CH2:6][CH2:7]3)=[CH:12][CH:13]=2)[C:22]2[N:23]([CH:25]=[CH:26][N:27]=2)[CH:24]=1, predict the reactants needed to synthesize it. The reactants are: [CH3:1][O:2][CH2:3][CH2:4][N:5]1[CH2:10][CH2:9][N:8]([C:11]2[CH:17]=[CH:16][C:14]([NH2:15])=[CH:13][CH:12]=2)[CH2:7][CH2:6]1.[Br:18][C:19]1[N:20]=[C:21](Br)[C:22]2[N:23]([CH:25]=[CH:26][N:27]=2)[CH:24]=1.C(=O)([O-])[O-].[Cs+].[Cs+].CC1(C)C2C(=C(P(C3C=CC=CC=3)C3C=CC=CC=3)C=CC=2)OC2C(P(C3C=CC=CC=3)C3C=CC=CC=3)=CC=CC1=2.